Dataset: Peptide-MHC class I binding affinity with 185,985 pairs from IEDB/IMGT. Task: Regression. Given a peptide amino acid sequence and an MHC pseudo amino acid sequence, predict their binding affinity value. This is MHC class I binding data. (1) The peptide sequence is AMSAQAAAF. The MHC is HLA-B15:01 with pseudo-sequence HLA-B15:01. The binding affinity (normalized) is 0.387. (2) The peptide sequence is KACDLAMCY. The MHC is HLA-A25:01 with pseudo-sequence HLA-A25:01. The binding affinity (normalized) is 0.0847. (3) The peptide sequence is VSMMSMYGK. The MHC is Mamu-B8301 with pseudo-sequence Mamu-B8301. The binding affinity (normalized) is 0.850. (4) The MHC is HLA-B18:01 with pseudo-sequence HLA-B18:01. The peptide sequence is VVDALRNIY. The binding affinity (normalized) is 0.0847.